Dataset: Reaction yield outcomes from USPTO patents with 853,638 reactions. Task: Predict the reaction yield, written as a fraction of the theoretical maximum amount of product (1.0 means a 100% yield; for example, 0.34 means a 34% yield). (1) The reactants are [Cl:1][C:2]1[C:3]([N+:12]([O-])=O)=[C:4]([CH:9]=[CH:10][CH:11]=1)[C:5]([O:7][CH3:8])=[O:6]. The catalyst is CCO.CC(O)=O.[Fe]. The product is [NH2:12][C:3]1[C:2]([Cl:1])=[CH:11][CH:10]=[CH:9][C:4]=1[C:5]([O:7][CH3:8])=[O:6]. The yield is 0.790. (2) The reactants are [CH3:1][C@:2]12[C@@:19]3([CH3:20])[C@@H:10]([C@:11]4([CH3:33])[C@@H:16]([CH2:17][CH2:18]3)[C:15]([CH3:22])([CH3:21])[C:14]([C:23]3[CH:32]=[CH:31][C:26]([C:27]([O:29]C)=[O:28])=[CH:25][CH:24]=3)=[CH:13][CH2:12]4)[CH2:9][CH2:8][C@@H:7]1[C@H:6]1[C@H:34]([C:37]([CH3:39])=[CH2:38])[CH2:35][CH2:36][C@:5]1([NH:40][CH2:41][CH2:42][C:43]([F:46])([F:45])[F:44])[CH2:4][CH2:3]2.[OH-].[Na+]. The catalyst is O1CCOCC1.CO. The product is [CH3:1][C@:2]12[C@@:19]3([CH3:20])[C@@H:10]([C@:11]4([CH3:33])[C@@H:16]([CH2:17][CH2:18]3)[C:15]([CH3:21])([CH3:22])[C:14]([C:23]3[CH:24]=[CH:25][C:26]([C:27]([OH:29])=[O:28])=[CH:31][CH:32]=3)=[CH:13][CH2:12]4)[CH2:9][CH2:8][C@@H:7]1[C@H:6]1[C@H:34]([C:37]([CH3:39])=[CH2:38])[CH2:35][CH2:36][C@:5]1([NH:40][CH2:41][CH2:42][C:43]([F:44])([F:45])[F:46])[CH2:4][CH2:3]2. The yield is 0.668. (3) The reactants are [CH2:1]([N:8]([CH2:15][C:16]1[C:21](Cl)=[N:20][C:19]([N:23]([CH3:27])[CH2:24][CH2:25][CH3:26])=[CH:18][N:17]=1)[CH2:9][C@@H:10]([OH:14])[CH2:11][O:12][CH3:13])[C:2]1[CH:7]=[CH:6][CH:5]=[CH:4][CH:3]=1.CC(C)([O-])C.[K+].O. The catalyst is CN(C=O)C. The product is [CH2:1]([N:8]1[CH2:15][C:16]2[N:17]=[CH:18][C:19]([N:23]([CH3:27])[CH2:24][CH2:25][CH3:26])=[N:20][C:21]=2[O:14][C@@H:10]([CH2:11][O:12][CH3:13])[CH2:9]1)[C:2]1[CH:7]=[CH:6][CH:5]=[CH:4][CH:3]=1. The yield is 0.900. (4) The reactants are [CH3:1][C:2]1[O:6][N:5]=[C:4]([C:7]2[CH:12]=[CH:11][CH:10]=[CH:9][CH:8]=2)[C:3]=1[CH2:13][O:14][C:15]1[CH:23]=[CH:22][C:18]([C:19]([OH:21])=O)=[CH:17][N:16]=1.[NH2:24][CH2:25][C:26]1[C:27](=[O:33])[NH:28][N:29]=[C:30]([CH3:32])[CH:31]=1. The yield is 0.830. The product is [CH3:32][C:30]1[CH:31]=[C:26]([CH2:25][NH:24][C:19](=[O:21])[C:18]2[CH:22]=[CH:23][C:15]([O:14][CH2:13][C:3]3[C:4]([C:7]4[CH:8]=[CH:9][CH:10]=[CH:11][CH:12]=4)=[N:5][O:6][C:2]=3[CH3:1])=[N:16][CH:17]=2)[C:27](=[O:33])[NH:28][N:29]=1. No catalyst specified. (5) The reactants are [CH3:1][N:2]1[CH2:7][CH2:6][N:5]([C:8]2[CH:9]=[CH:10][CH:11]=[C:12]3[C:17]=2[O:16][C:15]([C:18]([O:20]CC)=[O:19])=[CH:14][C:13]3=[O:23])[CH2:4][CH2:3]1.[ClH:24]. No catalyst specified. The product is [ClH:24].[CH3:1][N:2]1[CH2:7][CH2:6][N:5]([C:8]2[CH:9]=[CH:10][CH:11]=[C:12]3[C:17]=2[O:16][C:15]([C:18]([OH:20])=[O:19])=[CH:14][C:13]3=[O:23])[CH2:4][CH2:3]1. The yield is 1.00. (6) The reactants are Br[C:2]1[C:3]([O:12][CH3:13])=[CH:4][C:5]([O:10][CH3:11])=[C:6]([CH:9]=1)[CH:7]=[O:8].[S:14]1[CH:18]=[CH:17][CH:16]=[C:15]1B(O)O. The catalyst is C1COCC1. The product is [CH3:11][O:10][C:5]1[CH:4]=[C:3]([O:12][CH3:13])[C:2]([C:15]2[S:14][CH:18]=[CH:17][CH:16]=2)=[CH:9][C:6]=1[CH:7]=[O:8]. The yield is 0.940. (7) The reactants are F[C:2]1[C:11]2[N:10]=[CH:9][CH:8]=[CH:7][C:6]=2[C:5]([S:12](Cl)(=[O:14])=[O:13])=[CH:4][CH:3]=1.CC[N:18]([CH:22]([CH3:24])C)[CH:19]([CH3:21])C.N1CCCC1.[H-].[Na+].[Na].[CH3:33][Si:34]([CH:37](O)[CH3:38])([CH3:36])[CH3:35].C1C[O:43]CC1. The product is [CH3:33][Si:34]([CH3:36])([CH3:35])[CH2:37][CH2:38][O:43][C:2]1[CH:3]=[CH:4][C:5]([S:12]([N:18]2[CH2:19][CH2:21][CH2:24][CH2:22]2)(=[O:14])=[O:13])=[C:6]2[C:11]=1[N:10]=[CH:9][CH:8]=[CH:7]2. No catalyst specified. The yield is 0.700. (8) The yield is 0.560. The reactants are [CH3:1][O:2][CH2:3][CH2:4][O:5][C:6]1[CH:26]=[CH:25][C:9]([O:10][C:11]2[CH:16]=[C:15]([CH3:17])[C:14]([C:18]3[N:19]=[C:20]([NH2:23])[S:21][CH:22]=3)=[C:13]([CH3:24])[CH:12]=2)=[CH:8][CH:7]=1.C(N(CC)CC)C.Cl.[C:35](Cl)(=[O:42])[C:36]1[CH:41]=[CH:40][N:39]=[CH:38][CH:37]=1. The catalyst is C(Cl)Cl. The product is [CH3:1][O:2][CH2:3][CH2:4][O:5][C:6]1[CH:7]=[CH:8][C:9]([O:10][C:11]2[CH:16]=[C:15]([CH3:17])[C:14]([C:18]3[N:19]=[C:20]([NH:23][C:35](=[O:42])[C:36]4[CH:41]=[CH:40][N:39]=[CH:38][CH:37]=4)[S:21][CH:22]=3)=[C:13]([CH3:24])[CH:12]=2)=[CH:25][CH:26]=1. (9) The yield is 0.310. No catalyst specified. The reactants are [C:1]([N:8]1[CH2:12][C@H:11]([OH:13])[CH2:10][C@H:9]1[CH2:14]O)([O:3][C:4]([CH3:7])([CH3:6])[CH3:5])=[O:2].C(C1NC=[CH:26][N:27]=1)(C1NC=CN=1)=O.N.C1C[O:32]CC1. The product is [C:1]([N:8]1[CH2:12][C@H:11]([OH:13])[CH2:10][C@H:9]1[CH2:14][C:26](=[O:32])[NH2:27])([O:3][C:4]([CH3:5])([CH3:6])[CH3:7])=[O:2]. (10) The product is [C:12]([O:15][CH2:2][C@H:3]1[O:8][CH2:7][C@@H:6]2[CH2:9][CH2:10][CH2:11][N:5]2[CH2:4]1)(=[O:14])[CH3:13]. The reactants are Cl[CH2:2][C@H:3]1[O:8][CH2:7][C@@H:6]2[CH2:9][CH2:10][CH2:11][N:5]2[CH2:4]1.[C:12]([O-:15])(=[O:14])[CH3:13].[K+]. The yield is 0.970. The catalyst is CN(C)C=O.